This data is from Catalyst prediction with 721,799 reactions and 888 catalyst types from USPTO. The task is: Predict which catalyst facilitates the given reaction. (1) Reactant: [Br:1][C:2]1[CH:9]=[C:8](F)[CH:7]=[CH:6][C:3]=1[C:4]#[N:5].Cl.[NH2:12][C@@H:13]([C:18]([NH2:20])=[O:19])[CH2:14][CH:15]([CH3:17])[CH3:16].CCN(C(C)C)C(C)C.CCOC(C)=O. Product: [Br:1][C:2]1[CH:9]=[C:8]([NH:12][C@H:13]([CH2:14][CH:15]([CH3:17])[CH3:16])[C:18]([NH2:20])=[O:19])[CH:7]=[CH:6][C:3]=1[C:4]#[N:5]. The catalyst class is: 58. (2) Reactant: [F:1][C:2]1[CH:7]=[CH:6][C:5]([C@@H:8]2[NH:13][C:12]([NH:14][C:15](=[O:23])[NH:16][C:17]3[CH:22]=[CH:21][CH:20]=[CH:19][CH:18]=3)=[C:11]([C:24]([O:26]CC)=O)[CH2:10][CH2:9]2)=[CH:4][CH:3]=1.CC[O-].[Na+]. Product: [F:1][C:2]1[CH:3]=[CH:4][C:5]([C@@H:8]2[NH:13][C:12]3[NH:14][C:15](=[O:23])[N:16]([C:17]4[CH:18]=[CH:19][CH:20]=[CH:21][CH:22]=4)[C:24](=[O:26])[C:11]=3[CH2:10][CH2:9]2)=[CH:6][CH:7]=1. The catalyst class is: 14. (3) Reactant: [C:1]1([CH3:26])[CH:6]=[CH:5][CH:4]=[CH:3][C:2]=1[N:7]1[CH:12]=[CH:11][C:10]([CH2:13][CH2:14][CH2:15][CH2:16][CH2:17][C:18]2[N:19]=[N:20][NH:21][CH:22]=2)=[C:9]([O:23]C)[C:8]1=[S:25].B(Br)(Br)Br. Product: [C:1]1([CH3:26])[CH:6]=[CH:5][CH:4]=[CH:3][C:2]=1[N:7]1[CH:12]=[CH:11][C:10]([CH2:13][CH2:14][CH2:15][CH2:16][CH2:17][C:18]2[N:19]=[N:20][NH:21][CH:22]=2)=[C:9]([OH:23])[C:8]1=[S:25]. The catalyst class is: 2. (4) Reactant: [Cl:1][C:2]1[C:7]([C:8]([OH:10])=O)=[CH:6][N:5]=[CH:4][CH:3]=1.C(N1C=CN=C1)(N1C=CN=C1)=O.[NH:23]1[CH2:28][CH2:27][O:26][CH2:25][CH2:24]1. Product: [Cl:1][C:2]1[CH:3]=[CH:4][N:5]=[CH:6][C:7]=1[C:8]([N:23]1[CH2:28][CH2:27][O:26][CH2:25][CH2:24]1)=[O:10]. The catalyst class is: 266. (5) Reactant: Cl.[CH3:2][C:3]1[N:4]=[CH:5][O:6][C:7]=1[CH2:8][N:9]1[C:14]2[CH:15]=[C:16]([C:18]3[CH:23]=[CH:22][CH:21]=[CH:20][CH:19]=3)[S:17][C:13]=2[C:12](=[O:24])[N:11]([CH:25]2[CH2:30][CH2:29][NH:28][CH2:27][CH2:26]2)[C:10]1=[O:31].[CH2:32]([O:34][C:35]1[C:44]([O:45][CH3:46])=[CH:43][C:42]2[C:41]([C:47]3[CH:55]=[CH:54][C:50]([C:51](O)=[O:52])=[CH:49][CH:48]=3)=[N:40][C@@H:39]3[CH2:56][CH2:57][S:58][CH2:59][C@@H:38]3[C:37]=2[CH:36]=1)[CH3:33].CN(C(ON1N=NC2C=CC=NC1=2)=[N+](C)C)C.F[P-](F)(F)(F)(F)F.CCN(C(C)C)C(C)C. Product: [CH2:32]([O:34][C:35]1[C:44]([O:45][CH3:46])=[CH:43][C:42]2[C:41]([C:47]3[CH:48]=[CH:49][C:50]([C:51]([N:28]4[CH2:29][CH2:30][CH:25]([N:11]5[C:12](=[O:24])[C:13]6[S:17][C:16]([C:18]7[CH:19]=[CH:20][CH:21]=[CH:22][CH:23]=7)=[CH:15][C:14]=6[N:9]([CH2:8][C:7]6[O:6][CH:5]=[N:4][C:3]=6[CH3:2])[C:10]5=[O:31])[CH2:26][CH2:27]4)=[O:52])=[CH:54][CH:55]=3)=[N:40][C@@H:39]3[CH2:56][CH2:57][S:58][CH2:59][C@@H:38]3[C:37]=2[CH:36]=1)[CH3:33]. The catalyst class is: 2. (6) Reactant: [NH2:1][C:2](=[CH:20][C:21]([O:23][CH3:24])=[O:22])[CH:3]([O:5][C:6]([C:8]1[CH:13]=[CH:12][C:11]([C:14]2[CH:19]=[CH:18][CH:17]=[CH:16][CH:15]=2)=[CH:10][CH:9]=1)=O)[CH3:4].C([O-])(=O)C.[NH4+]. Product: [CH3:24][O:23][C:21](=[O:22])[CH2:20][C:2]1[N:1]=[C:6]([C:8]2[CH:13]=[CH:12][C:11]([C:14]3[CH:19]=[CH:18][CH:17]=[CH:16][CH:15]=3)=[CH:10][CH:9]=2)[O:5][C:3]=1[CH3:4]. The catalyst class is: 15. (7) Reactant: [NH2:1][C:2]1[NH:7][C:6]2=[N:8][CH:9]=[CH:10][C:5]2=[C:4]([Cl:11])[N:3]=1.[OH-].[K+].COCCOCCN(CCOCCOC)CCOCCOC.[CH2:36]([O:43][C@H:44]1[C@H:48]([O:49][CH2:50][C:51]2[CH:56]=[CH:55][CH:54]=[CH:53][CH:52]=2)[C@@H:47]([CH2:57][O:58][CH2:59][C:60]2[CH:65]=[CH:64][CH:63]=[CH:62][CH:61]=2)[O:46][CH:45]1Br)[C:37]1[CH:42]=[CH:41][CH:40]=[CH:39][CH:38]=1. Product: [NH2:1][C:2]1[N:3]=[C:4]([Cl:11])[C:5]2[CH:10]=[CH:9][N:8]([C@@H:45]3[O:46][C@H:47]([CH2:57][O:58][CH2:59][C:60]4[CH:65]=[CH:64][CH:63]=[CH:62][CH:61]=4)[C@@H:48]([O:49][CH2:50][C:51]4[CH:56]=[CH:55][CH:54]=[CH:53][CH:52]=4)[C@@H:44]3[O:43][CH2:36][C:37]3[CH:42]=[CH:41][CH:40]=[CH:39][CH:38]=3)[C:6]=2[N:7]=1. The catalyst class is: 23. (8) Reactant: [CH3:1][O:2][C:3](=[O:26])[C:4]1[CH:9]=[CH:8][C:7]([CH:10]=[CH:11][C:12]2[CH:17]=[CH:16][C:15]([O:18][CH2:19][O:20][CH3:21])=[C:14]([O:22][CH2:23][O:24][CH3:25])[CH:13]=2)=[CH:6][CH:5]=1.[CH2:27](O)C. Product: [CH2:1]([O:2][C:3](=[O:26])[C:4]1[CH:5]=[CH:6][C:7]([CH:10]=[CH:11][C:12]2[CH:17]=[CH:16][C:15]([O:18][CH2:19][O:20][CH3:21])=[C:14]([O:22][CH2:23][O:24][CH3:25])[CH:13]=2)=[CH:8][CH:9]=1)[CH3:27]. The catalyst class is: 5.